This data is from Catalyst prediction with 721,799 reactions and 888 catalyst types from USPTO. The task is: Predict which catalyst facilitates the given reaction. (1) Reactant: [CH3:1][C:2]1[CH:13]=[C:6]2[C:7]([O:9][C:10](=[O:12])[NH:11][C:5]2=[CH:4][CH:3]=1)=[O:8].[N+:14]([O-])([O-:16])=[O:15].[K+]. Product: [CH3:1][C:2]1[CH:13]=[C:6]2[C:7]([O:9][C:10](=[O:12])[NH:11][C:5]2=[C:4]([N+:14]([O-:16])=[O:15])[CH:3]=1)=[O:8]. The catalyst class is: 82. (2) Reactant: [CH:1]1([NH:4][C:5](=[O:10])[C@@H:6]([NH2+:8][CH3:9])[CH3:7])[CH2:3][CH2:2]1.[Cl-].[CH3:12][N:13]1[C:25]2[CH2:24][CH2:23][CH:22]([CH:26]3[CH2:31][CH2:30][O:29][CH2:28][CH2:27]3)[CH2:21][C:20]=2[C:19]2[C:14]1=[CH:15][CH:16]=[C:17]([C:32](O)=[O:33])[CH:18]=2.CCN(C(C)C)C(C)C.CN(C(ON1N=NC2C=CC=NC1=2)=[N+](C)C)C.F[P-](F)(F)(F)(F)F. Product: [CH:1]1([NH:4][C:5](=[O:10])[C@@H:6]([N:8]([CH3:9])[C:32]([C:17]2[CH:18]=[C:19]3[C:14](=[CH:15][CH:16]=2)[N:13]([CH3:12])[C:25]2[CH2:24][CH2:23][CH:22]([CH:26]4[CH2:27][CH2:28][O:29][CH2:30][CH2:31]4)[CH2:21][C:20]3=2)=[O:33])[CH3:7])[CH2:3][CH2:2]1. The catalyst class is: 3. (3) Reactant: Cl.[NH:2]1[C:7]2[N:8]=[CH:9][CH:10]=[CH:11][C:6]=2[C:5]2([CH2:16][CH2:15][NH:14][CH2:13][CH2:12]2)[O:4][C:3]1=[O:17].Cl[C:19]1[N:24]=[C:23]([CH3:25])[N:22]=[C:21]([O:26][C:27]2[CH:36]=[C:35]([CH3:37])[C:30]3[NH:31][C:32](=[O:34])[O:33][C:29]=3[CH:28]=2)[CH:20]=1.CCN(C(C)C)C(C)C.O. Product: [CH3:37][C:35]1[C:30]2[NH:31][C:32](=[O:34])[O:33][C:29]=2[CH:28]=[C:27]([O:26][C:21]2[CH:20]=[C:19]([N:14]3[CH2:13][CH2:12][C:5]4([O:4][C:3](=[O:17])[NH:2][C:7]5[N:8]=[CH:9][CH:10]=[CH:11][C:6]4=5)[CH2:16][CH2:15]3)[N:24]=[C:23]([CH3:25])[N:22]=2)[CH:36]=1. The catalyst class is: 85. (4) Reactant: I[C:2]1[CH:3]=[N:4][O:5][C:6]=1[CH3:7].[CH3:8][O:9][C:10]1[N:15]=[C:14]([CH3:16])[C:13](B(O)O)=[CH:12][CH:11]=1.C(=O)(O)[O-].[Na+].O. Product: [CH3:16][C:14]1[C:13]([C:2]2[CH:3]=[N:4][O:5][C:6]=2[CH3:7])=[CH:12][CH:11]=[C:10]([O:9][CH3:8])[N:15]=1. The catalyst class is: 57. (5) Reactant: [CH3:1][O:2][CH2:3][C@H:4]([CH3:22])[O:5][C:6]1[CH:7]=[C:8]([OH:21])[CH:9]=[C:10](B2OC(C)(C)C(C)(C)O2)[CH:11]=1.Br[C:24]1[N:25]([C:34]([O:36][C:37]([CH3:40])([CH3:39])[CH3:38])=[O:35])[C:26]([C:29]2[S:30][CH:31]=[CH:32][N:33]=2)=[CH:27][CH:28]=1.C(=O)([O-])[O-].[K+].[K+]. Product: [OH:21][C:8]1[CH:9]=[C:10]([C:24]2[N:25]([C:34]([O:36][C:37]([CH3:40])([CH3:39])[CH3:38])=[O:35])[C:26]([C:29]3[S:30][CH:31]=[CH:32][N:33]=3)=[CH:27][CH:28]=2)[CH:11]=[C:6]([O:5][C@@H:4]([CH3:22])[CH2:3][O:2][CH3:1])[CH:7]=1. The catalyst class is: 38. (6) Reactant: [S:1]1[CH:5]=[CH:4][N:3]=[C:2]1[C:6]1[CH:11]=[CH:10][CH:9]=[CH:8][C:7]=1[CH2:12]O.[C:14]1(=[O:24])[NH:18][C:17](=[O:19])[C:16]2=[CH:20][CH:21]=[CH:22][CH:23]=[C:15]12.C1(P(C2C=CC=CC=2)C2C=CC=CC=2)C=CC=CC=1.N(C(OC(C)C)=O)=NC(OC(C)C)=O. Product: [S:1]1[CH:5]=[CH:4][N:3]=[C:2]1[C:6]1[CH:11]=[CH:10][CH:9]=[CH:8][C:7]=1[CH2:12][N:18]1[C:14](=[O:24])[C:15]2[C:16](=[CH:20][CH:21]=[CH:22][CH:23]=2)[C:17]1=[O:19]. The catalyst class is: 1. (7) Reactant: C1C=C(Cl)C=C(C(OO)=[O:9])C=1.[OH:12][CH:13]([CH2:26][CH2:27][CH2:28][CH2:29][CH2:30][CH2:31][CH3:32])/[CH:14]=[CH:15]/[C:16](/[C:22]([O:24][CH3:25])=[O:23])=[CH:17]/[C:18]([O:20][CH3:21])=[O:19]. Product: [O:9]1[CH:14]([CH:13]([OH:12])[CH2:26][CH2:27][CH2:28][CH2:29][CH2:30][CH2:31][CH3:32])[CH:15]1/[C:16](/[C:22]([O:24][CH3:25])=[O:23])=[CH:17]/[C:18]([O:20][CH3:21])=[O:19]. The catalyst class is: 53. (8) The catalyst class is: 2. Reactant: [CH3:1][N:2]([CH3:30])[C:3]1[CH:29]=[CH:28][C:6]([C:7]([N:9]2[C:18]3[C:13](=[CH:14][CH:15]=[CH:16][CH:17]=3)[C@H:12]([NH:19][C:20]3[CH:25]=[CH:24][C:23]([Cl:26])=[CH:22][CH:21]=3)[CH2:11][C@@H:10]2[CH3:27])=[O:8])=[CH:5][CH:4]=1.C(N(C(C)C)CC)(C)C.[C:40](Cl)(=[O:42])[CH3:41]. Product: [Cl:26][C:23]1[CH:22]=[CH:21][C:20]([N:19]([C@H:12]2[C:13]3[C:18](=[CH:17][CH:16]=[CH:15][CH:14]=3)[N:9]([C:7](=[O:8])[C:6]3[CH:5]=[CH:4][C:3]([N:2]([CH3:1])[CH3:30])=[CH:29][CH:28]=3)[C@@H:10]([CH3:27])[CH2:11]2)[C:40](=[O:42])[CH3:41])=[CH:25][CH:24]=1. (9) Reactant: [C:1]([OH:12])(=[O:11])[CH:2]([C:5]1[CH:10]=[CH:9][CH:8]=[CH:7][CH:6]=1)[CH2:3][OH:4].[CH2:13](Cl)Cl.C1CCN2C(=NCCC2)CC1.CI. Product: [CH3:13][O:11][C:1](=[O:12])[CH:2]([C:5]1[CH:6]=[CH:7][CH:8]=[CH:9][CH:10]=1)[CH2:3][OH:4]. The catalyst class is: 93. (10) Reactant: [ClH:1].[C:2]([C:4]1([CH3:17])[CH2:9][CH2:8][N:7](C(OC(C)(C)C)=O)[CH2:6][CH2:5]1)#[N:3]. Product: [ClH:1].[C:2]([C:4]1([CH3:17])[CH2:9][CH2:8][NH:7][CH2:6][CH2:5]1)#[N:3]. The catalyst class is: 12.